Dataset: Forward reaction prediction with 1.9M reactions from USPTO patents (1976-2016). Task: Predict the product of the given reaction. (1) Given the reactants [C:1]([OH:11])(=[O:10])[C@H:2]([C:4]1[CH:9]=[CH:8][CH:7]=[CH:6][CH:5]=1)[OH:3].O[N:13]1[C:17](=[O:18])[CH2:16][CH2:15][C:14]1=[O:19].C1(N=C=NC2CCCCC2)CCCCC1, predict the reaction product. The product is: [O:19]=[C:14]1[CH2:15][CH2:16][C:17](=[O:18])[N:13]1[O:10][C:1](=[O:11])[C@@H:2]([OH:3])[C:4]1[CH:9]=[CH:8][CH:7]=[CH:6][CH:5]=1. (2) The product is: [CH:1]1([CH2:6][CH2:7][CH:8]([CH3:13])[CH2:9][C:10]#[N:11])[CH2:5][CH2:4][CH2:3][CH2:2]1. Given the reactants [CH:1]1([CH2:6][CH2:7][CH:8]([CH3:13])[CH2:9][CH:10]=[N:11]O)[CH2:5][CH2:4][CH2:3][CH2:2]1.C(OC(=O)C)(=O)C, predict the reaction product. (3) Given the reactants Cl.[NH2:2][C:3]1[CH:7]=[CH:6][NH:5][C:4]=1[C:8]([O:10][CH2:11][CH3:12])=[O:9].C(N(C(C)C)C(C)C)C.[Cl:22][C:23]1[CH:24]=[CH:25][C:26]([CH:46]=O)=[C:27]([C@H:29]([N:31]([C:39]([O:41][C:42]([CH3:45])([CH3:44])[CH3:43])=[O:40])[C:32]([O:34][C:35]([CH3:38])([CH3:37])[CH3:36])=[O:33])[CH3:30])[CH:28]=1.CC(O)=O.[B-]C#N.[Na+], predict the reaction product. The product is: [C:42]([O:41][C:39]([N:31]([C:32]([O:34][C:35]([CH3:36])([CH3:38])[CH3:37])=[O:33])[C@@H:29]([C:27]1[CH:28]=[C:23]([Cl:22])[CH:24]=[CH:25][C:26]=1[CH2:46][NH:2][C:3]1[CH:7]=[CH:6][NH:5][C:4]=1[C:8]([O:10][CH2:11][CH3:12])=[O:9])[CH3:30])=[O:40])([CH3:45])([CH3:43])[CH3:44]. (4) Given the reactants [CH:1]([C:4]1[C:5]([O:16][CH2:17][O:18][CH3:19])=[C:6](B(O)O)[CH:7]=[C:8]([CH:10]([CH3:12])[CH3:11])[CH:9]=1)([CH3:3])[CH3:2].[C:20]([C:23]1[CH:39]=[CH:38][C:26]2[S:27][CH:28]=[C:29](OS(C(F)(F)F)(=O)=O)[C:25]=2[CH:24]=1)(=[O:22])[CH3:21].C(=O)([O-])[O-].[Na+].[Na+], predict the reaction product. The product is: [CH:1]([C:4]1[C:5]([O:16][CH2:17][O:18][CH3:19])=[C:6]([C:29]2[C:25]3[CH:24]=[C:23]([C:20](=[O:22])[CH3:21])[CH:39]=[CH:38][C:26]=3[S:27][CH:28]=2)[CH:7]=[C:8]([CH:10]([CH3:12])[CH3:11])[CH:9]=1)([CH3:3])[CH3:2]. (5) Given the reactants [CH:1]([C:3]([CH3:5])=[O:4])=[CH2:2].[OH-].[K+].[F:8][C:9]1[CH:14]=[CH:13][C:12]([CH:15]([C:18]2[CH:23]=[CH:22][C:21]([F:24])=[CH:20][CH:19]=2)[CH:16]=O)=[CH:11][CH:10]=1, predict the reaction product. The product is: [F:8][C:9]1[CH:10]=[CH:11][C:12]([C:15]2([C:18]3[CH:19]=[CH:20][C:21]([F:24])=[CH:22][CH:23]=3)[CH2:16][CH2:5][C:3](=[O:4])[CH:1]=[CH:2]2)=[CH:13][CH:14]=1.